Dataset: Full USPTO retrosynthesis dataset with 1.9M reactions from patents (1976-2016). Task: Predict the reactants needed to synthesize the given product. (1) Given the product [CH3:1][O:2][C:3]([C:5]1[C:10]([Cl:26])=[N:9][C:8]([O:12][CH3:13])=[C:7]([Cl:14])[N:6]=1)=[O:4], predict the reactants needed to synthesize it. The reactants are: [CH3:1][O:2][C:3]([C:5]1[C:10](N)=[N:9][C:8]([O:12][CH3:13])=[C:7]([Cl:14])[N:6]=1)=[O:4].N([O-])=O.[Na+].C(OCC)(=O)C.O.[ClH:26]. (2) Given the product [NH2:11][C:9]1[CH:10]=[C:5]([CH:6]=[C:7]([S:14]([F:19])([F:15])([F:16])([F:17])[F:18])[CH:8]=1)[C:4]([N:3]([O:2][CH3:1])[CH3:21])=[O:20], predict the reactants needed to synthesize it. The reactants are: [CH3:1][O:2][N:3]([CH3:21])[C:4](=[O:20])[C:5]1[CH:10]=[C:9]([N+:11]([O-])=O)[CH:8]=[C:7]([S:14]([F:19])([F:18])([F:17])([F:16])[F:15])[CH:6]=1.[H][H]. (3) Given the product [OH:14][CH2:13][CH2:12][CH:3]1[CH2:4][CH2:5][C:6]2[C:11](=[CH:10][CH:9]=[CH:8][CH:7]=2)[C:2]1=[O:1], predict the reactants needed to synthesize it. The reactants are: [OH:1][CH:2]1[C:11]2[C:6](=[CH:7][CH:8]=[CH:9][CH:10]=2)[CH2:5][CH2:4][CH:3]1[CH2:12][CH2:13][OH:14]. (4) Given the product [F:13][C:14]1[CH:21]=[CH:20][C:17]([C:18]#[N:19])=[CH:16][C:15]=1[B:22]([OH:25])[OH:23], predict the reactants needed to synthesize it. The reactants are: [Li]CCCC.C(NC(C)C)(C)C.[F:13][C:14]1[CH:21]=[CH:20][C:17]([C:18]#[N:19])=[CH:16][CH:15]=1.[B:22](OC)([O:25]C)[O:23]C.Cl. (5) The reactants are: C([O:8][C:9]1[CH:10]=[CH:11][C:12]([N+:24]([O-])=O)=[C:13]([N:15]([CH3:23])[C:16](=[O:22])[O:17][C:18]([CH3:21])([CH3:20])[CH3:19])[CH:14]=1)C1C=CC=CC=1.C1(C)C=CC=CC=1. Given the product [NH2:24][C:12]1[CH:11]=[CH:10][C:9]([OH:8])=[CH:14][C:13]=1[N:15]([CH3:23])[C:16](=[O:22])[O:17][C:18]([CH3:19])([CH3:20])[CH3:21], predict the reactants needed to synthesize it. (6) Given the product [CH3:30][C:31]1[C:35]([C:36]([NH:60][C@H:59]([C:61]([OH:63])=[O:62])[CH2:58][C:56]2[S:57][C:53]([CH2:52][CH2:51][CH2:50][C:41]3[CH:42]=[CH:43][C:44]4[CH2:45][CH2:46][CH2:47][NH:48][C:49]=4[N:40]=3)=[CH:54][CH:55]=2)=[O:38])=[C:34]([CH3:39])[O:33][N:32]=1, predict the reactants needed to synthesize it. The reactants are: F[B-](F)(F)F.N1(OC(N(C)C)=[N+](C)C)C2C=CC=CC=2N=N1.CN1CCOCC1.[CH3:30][C:31]1[C:35]([C:36]([OH:38])=O)=[C:34]([CH3:39])[O:33][N:32]=1.[N:40]1[C:49]2[NH:48][CH2:47][CH2:46][CH2:45][C:44]=2[CH:43]=[CH:42][C:41]=1[CH2:50][CH2:51][CH2:52][C:53]1[S:57][C:56]([CH2:58][C@@H:59]([C:61]([O:63]C)=[O:62])[NH2:60])=[CH:55][CH:54]=1.[OH-].[Na+]. (7) Given the product [CH2:1]([O:3][C:4](=[O:35])[CH2:5][CH2:6][C:7]1[CH:12]=[CH:11][C:10]([CH2:13][O:14][C:15]2[CH:16]=[CH:17][CH:18]=[CH:19][CH:20]=2)=[CH:9][C:8]=1[N:21]([CH2:23][CH2:24][C:25]1[CH:34]=[CH:33][C:32]2[C:27](=[CH:28][CH:29]=[CH:30][CH:31]=2)[CH:26]=1)[CH3:22])[CH3:2], predict the reactants needed to synthesize it. The reactants are: [CH2:1]([O:3][C:4](=[O:35])[CH:5]=[CH:6][C:7]1[CH:12]=[CH:11][C:10]([CH2:13][O:14][C:15]2[CH:20]=[CH:19][CH:18]=[CH:17][CH:16]=2)=[CH:9][C:8]=1[N:21]([CH2:23][CH2:24][C:25]1[CH:34]=[CH:33][C:32]2[C:27](=[CH:28][CH:29]=[CH:30][CH:31]=2)[CH:26]=1)[CH3:22])[CH3:2].C(O)C.[BH4-].[Na+]. (8) Given the product [CH2:35]([O:42][C:15](=[O:25])[NH:11][CH:4]1[CH2:3][C:2](=[O:1])[CH2:5]1)[C:36]1[CH:41]=[CH:40][CH:39]=[CH:38][CH:37]=1, predict the reactants needed to synthesize it. The reactants are: [O:1]=[C:2]1[CH2:5][CH:4](C(O)=O)[CH2:3]1.CC[N:11]([CH:15](C)C)C(C)C.C1C=CC(P(N=[N+]=[N-])(C2C=CC=CC=2)=[O:25])=CC=1.[CH2:35]([OH:42])[C:36]1[CH:41]=[CH:40][CH:39]=[CH:38][CH:37]=1. (9) Given the product [NH2:19][C:18]1[C:9]([S:8][CH2:1][C:2]2[CH:7]=[CH:6][CH:5]=[CH:4][CH:3]=2)=[C:10]([CH:15]=[CH:16][CH:17]=1)[C:11]([O:13][CH3:14])=[O:12], predict the reactants needed to synthesize it. The reactants are: [CH2:1]([S:8][C:9]1[C:18]([N+:19]([O-])=O)=[CH:17][CH:16]=[CH:15][C:10]=1[C:11]([O:13][CH3:14])=[O:12])[C:2]1[CH:7]=[CH:6][CH:5]=[CH:4][CH:3]=1.